From a dataset of Forward reaction prediction with 1.9M reactions from USPTO patents (1976-2016). Predict the product of the given reaction. (1) Given the reactants [F:1][C:2]1[CH:7]=[C:6]([CH2:8][CH2:9][CH2:10][OH:11])[CH:5]=[CH:4][N:3]=1.[CH3:12][S:13](OCCC1C=CN=C(F)C=1)(=[O:15])=[O:14], predict the reaction product. The product is: [CH3:12][S:13]([O:11][CH2:10][CH2:9][CH2:8][C:6]1[CH:5]=[CH:4][N:3]=[C:2]([F:1])[CH:7]=1)(=[O:15])=[O:14]. (2) The product is: [O:11]=[C:12]1[N:19]2[C@H:14]([S:15][CH2:16][C:17]([CH2:36][O:37][C:38]3[CH:47]=[C:46]4[C:41]([CH:42]=[CH:43][C:44](=[O:48])[O:45]4)=[CH:40][CH:39]=3)=[C:18]2[C:20]([OH:22])=[O:21])[C@@H:13]1[NH:49][C:50](=[O:58])[CH2:51][C:52]1[CH:53]=[CH:54][CH:55]=[CH:56][CH:57]=1. Given the reactants C(Cl)Cl.C(O)(C(F)(F)F)=O.[O:11]=[C:12]1[N:19]2[C@H:14]([S:15][CH2:16][C:17]([CH2:36][O:37][C:38]3[CH:47]=[C:46]4[C:41]([CH:42]=[CH:43][C:44](=[O:48])[O:45]4)=[CH:40][CH:39]=3)=[C:18]2[C:20]([O:22]C(C2C=CC=CC=2)C2C=CC=CC=2)=[O:21])[C@@H:13]1[NH:49][C:50](=[O:58])[CH2:51][C:52]1[CH:57]=[CH:56][CH:55]=[CH:54][CH:53]=1, predict the reaction product. (3) Given the reactants Br[C:2]1[CH:3]=[C:4]([CH:25]=[CH:26][N:27]=1)[C:5]([NH:7][C:8]1[S:9][C:10]2[C:16]([CH:17]3[CH2:22][CH2:21][O:20][CH2:19][CH2:18]3)=[CH:15][CH:14]=[C:13]([O:23][CH3:24])[C:11]=2[N:12]=1)=[O:6].[CH2:28]([Sn](CCCC)(CCCC)CCCC)[CH:29]=[CH2:30].C1(P(C2C=CC=CC=2)C2C=CC=CC=2)C=CC=CC=1.[Cl-].[Li+].C(C1C(O)=C(C(C)(C)C)C=C(C)C=1)(C)(C)C, predict the reaction product. The product is: [CH3:24][O:23][C:13]1[C:11]2[N:12]=[C:8]([NH:7][C:5](=[O:6])[C:4]3[CH:25]=[CH:26][N:27]=[C:2]([CH2:28][CH2:29][CH3:30])[CH:3]=3)[S:9][C:10]=2[C:16]([CH:17]2[CH2:22][CH2:21][O:20][CH2:19][CH2:18]2)=[CH:15][CH:14]=1.